Dataset: Reaction yield outcomes from USPTO patents with 853,638 reactions. Task: Predict the reaction yield, written as a fraction of the theoretical maximum amount of product (1.0 means a 100% yield; for example, 0.34 means a 34% yield). The reactants are [H-].[Al+3].[Li+].[H-].[H-].[H-].C([O:9][C:10]([C:12]1[CH:16]=[C:15]([C:17]2[CH:22]=[CH:21][CH:20]=[C:19]([Cl:23])[CH:18]=2)[O:14][N:13]=1)=O)C. The catalyst is C1COCC1. The product is [Cl:23][C:19]1[CH:18]=[C:17]([C:15]2[O:14][N:13]=[C:12]([CH2:10][OH:9])[CH:16]=2)[CH:22]=[CH:21][CH:20]=1. The yield is 0.750.